This data is from Choline transporter screen with 302,306 compounds. The task is: Binary Classification. Given a drug SMILES string, predict its activity (active/inactive) in a high-throughput screening assay against a specified biological target. (1) The compound is Fc1c(Oc2cc(NN3CCCCC3)c([N+]([O-])=O)cc2[N+]([O-])=O)c(F)cc(F)c1. The result is 0 (inactive). (2) The compound is Clc1c([N+]([O-])=O)cc(c2nc(sc2)NCCc2n(c3c(n2)cc(cc3)C(F)(F)F)CCCO)cc1. The result is 0 (inactive). (3) The compound is Clc1ccc(N2C(=O)C3(NN=C(C3C2=O)C(OCC)=O)c2ccc(cc2)C)cc1. The result is 0 (inactive). (4) The compound is BrC=1C(=O)/C(=C\NCc2ccccc2)C=C(Br)C1. The result is 1 (active).